Dataset: Full USPTO retrosynthesis dataset with 1.9M reactions from patents (1976-2016). Task: Predict the reactants needed to synthesize the given product. (1) Given the product [OH:5][CH2:4][CH2:3][N:2]([CH2:24][C:26]1[CH:31]=[CH:30][C:29]([C:32]2[CH:37]=[CH:36][CH:35]=[C:34]([CH2:38][N:39]([CH3:51])[C:40](=[O:50])[CH2:41][NH:42][C:43](=[O:49])[O:44][C:45]([CH3:48])([CH3:46])[CH3:47])[CH:33]=2)=[CH:28][CH:27]=1)[CH3:1], predict the reactants needed to synthesize it. The reactants are: [CH3:1][NH:2][CH2:3][CH2:4][OH:5].C(O[BH-](OC(=O)C)OC(=O)C)(=O)C.[Na+].C(O)(=O)C.[CH:24]([C:26]1[CH:31]=[CH:30][C:29]([C:32]2[CH:37]=[CH:36][CH:35]=[C:34]([CH2:38][N:39]([CH3:51])[C:40](=[O:50])[CH2:41][NH:42][C:43](=[O:49])[O:44][C:45]([CH3:48])([CH3:47])[CH3:46])[CH:33]=2)=[CH:28][CH:27]=1)=O. (2) Given the product [CH2:19]([O:18][C:16]([C:12]1[NH:11][C:15]([CH:4]=[O:5])=[CH:14][CH:13]=1)=[O:17])[CH3:20], predict the reactants needed to synthesize it. The reactants are: CN([CH:4]=[O:5])C.P(Cl)(Cl)(Cl)=O.[NH:11]1[CH:15]=[CH:14][CH:13]=[C:12]1[C:16]([O:18][CH2:19][CH3:20])=[O:17].C(=O)(O)[O-].[Na+]. (3) Given the product [CH:15]1([N:7]2[CH2:8][C:9]([F:14])([F:13])[C:10](=[O:12])[NH:11][C:5]3[CH:4]=[N:3][C:2]([NH:21][C:22]4[CH:30]=[CH:29][C:25]([C:26]([OH:28])=[O:27])=[CH:24][C:23]=4[O:31][CH3:32])=[N:20][C:6]2=3)[CH2:19][CH2:18][CH2:17][CH2:16]1, predict the reactants needed to synthesize it. The reactants are: Cl[C:2]1[N:3]=[CH:4][C:5]2[NH:11][C:10](=[O:12])[C:9]([F:14])([F:13])[CH2:8][N:7]([CH:15]3[CH2:19][CH2:18][CH2:17][CH2:16]3)[C:6]=2[N:20]=1.[NH2:21][C:22]1[CH:30]=[CH:29][C:25]([C:26]([OH:28])=[O:27])=[CH:24][C:23]=1[O:31][CH3:32].Cl. (4) Given the product [Cl:1][C:2]1[CH:3]=[CH:4][CH:5]=[C:6]2[C:10]=1[N:9]([CH3:14])[CH:8]=[CH:7]2, predict the reactants needed to synthesize it. The reactants are: [Cl:1][C:2]1[CH:3]=[CH:4][CH:5]=[C:6]2[C:10]=1[NH:9][CH:8]=[CH:7]2.[H-].[Na+].I[CH3:14]. (5) Given the product [C:1]([C:3]1[CH:4]=[CH:5][C:6]([C:7]([NH:45][C@@H:46]([CH2:56][CH2:57][CH2:58][N:59]([C@@H:63]2[CH2:65][C@H:64]2[C:66]2[CH:67]=[CH:68][C:69]([F:72])=[CH:70][CH:71]=2)[CH2:60][CH:61]=[CH2:62])[C:47]([N:49]2[CH2:50][CH2:51][CH:52]([OH:55])[CH2:53][CH2:54]2)=[O:48])=[O:9])=[CH:10][CH:11]=1)#[N:2], predict the reactants needed to synthesize it. The reactants are: [C:1]([C:3]1[CH:11]=[CH:10][C:6]([C:7]([OH:9])=O)=[CH:5][CH:4]=1)#[N:2].CCN(C(C)C)C(C)C.F[P-](F)(F)(F)(F)F.CN(C(N(C)C)=[N+]1C2C(=NC=CC=2)[N+]([O-])=N1)C.[NH2:45][C@@H:46]([CH2:56][CH2:57][CH2:58][N:59]([C@@H:63]1[CH2:65][C@H:64]1[C:66]1[CH:71]=[CH:70][C:69]([F:72])=[CH:68][CH:67]=1)[CH2:60][CH:61]=[CH2:62])[C:47]([N:49]1[CH2:54][CH2:53][CH:52]([OH:55])[CH2:51][CH2:50]1)=[O:48]. (6) Given the product [CH3:1][O:2][C:3](=[O:23])[CH2:4][C:5]1[C:14]([CH3:15])=[C:13]([CH:16]2[CH2:17][CH2:18][N:19]([C:27](=[O:28])[C:26]3[CH:30]=[CH:31][C:32]([Cl:34])=[CH:33][C:25]=3[Cl:24])[CH2:20][CH2:21]2)[C:12]2[C:7](=[CH:8][CH:9]=[C:10]([F:22])[CH:11]=2)[CH:6]=1, predict the reactants needed to synthesize it. The reactants are: [CH3:1][O:2][C:3](=[O:23])[CH2:4][C:5]1[C:14]([CH3:15])=[C:13]([CH:16]2[CH2:21][CH2:20][NH:19][CH2:18][CH2:17]2)[C:12]2[C:7](=[CH:8][CH:9]=[C:10]([F:22])[CH:11]=2)[CH:6]=1.[Cl:24][C:25]1[CH:33]=[C:32]([Cl:34])[CH:31]=[CH:30][C:26]=1[C:27](Cl)=[O:28].C(N(CC)C(C)C)(C)C. (7) The reactants are: [CH2:1]([O:3][C:4]([C:6]1[CH:11]=[CH:10][C:9]([C:12]([F:15])([F:14])[F:13])=[C:8]([OH:16])[N:7]=1)=[O:5])[CH3:2].Br[CH2:18][CH:19]1[O:23][CH2:22][CH2:21][O:20]1.C(=O)([O-])[O-].[K+].[K+].[I-].[K+].C1OCCOCCOCCOCCOCCOC1. Given the product [CH2:1]([O:3][C:4]([C:6]1[CH:11]=[CH:10][C:9]([C:12]([F:14])([F:13])[F:15])=[C:8]([O:16][CH2:18][CH:19]2[O:23][CH2:22][CH2:21][O:20]2)[N:7]=1)=[O:5])[CH3:2], predict the reactants needed to synthesize it. (8) Given the product [N:2]1([CH2:7][C:8]([N:18]2[CH2:19][C@H:15]([CH2:14][C:13]3[CH:37]=[CH:38][C:39]([Cl:41])=[CH:40][C:12]=3[Cl:11])[CH2:16][C@H:17]2[C:20]([NH:22][C:23]2[CH:28]=[CH:27][C:26]([O:29][C:30]3[CH:31]=[CH:32][C:33]([F:36])=[CH:34][CH:35]=3)=[CH:25][CH:24]=2)=[O:21])=[O:10])[CH:6]=[N:5][CH:4]=[N:3]1, predict the reactants needed to synthesize it. The reactants are: Cl.[N:2]1([CH2:7][C:8]([OH:10])=O)[CH:6]=[N:5][CH:4]=[N:3]1.[Cl:11][C:12]1[CH:40]=[C:39]([Cl:41])[CH:38]=[CH:37][C:13]=1[CH2:14][C@H:15]1[CH2:19][NH:18][C@H:17]([C:20]([NH:22][C:23]2[CH:28]=[CH:27][C:26]([O:29][C:30]3[CH:35]=[CH:34][C:33]([F:36])=[CH:32][CH:31]=3)=[CH:25][CH:24]=2)=[O:21])[CH2:16]1. (9) Given the product [C:1]([NH:5][C:6]([C:8]1([C:11]2[CH:16]=[CH:15][CH:14]=[C:13]([OH:17])[CH:12]=2)[CH2:9][CH2:10]1)=[O:7])([CH3:4])([CH3:2])[CH3:3], predict the reactants needed to synthesize it. The reactants are: [C:1]([NH:5][C:6]([C:8]1([C:11]2[CH:16]=[CH:15][CH:14]=[C:13]([O:17]C)[CH:12]=2)[CH2:10][CH2:9]1)=[O:7])([CH3:4])([CH3:3])[CH3:2].B(Br)(Br)Br.ClCCl.